From a dataset of Reaction yield outcomes from USPTO patents with 853,638 reactions. Predict the reaction yield, written as a fraction of the theoretical maximum amount of product (1.0 means a 100% yield; for example, 0.34 means a 34% yield). (1) The reactants are S([O-])([O-])=O.[Na+].[Na+].[NH2:7][C:8]1[N:13]=[C:12]([NH2:14])[C:11]([O:15][C:16]2[C:17]([CH:28]([CH3:30])[CH3:29])=[CH:18][C:19]([O:26][CH3:27])=[C:20]([S:22](Cl)(=[O:24])=[O:23])[CH:21]=2)=[CH:10][N:9]=1.C(=O)(O)[O-].[Na+].[CH2:36](I)[CH3:37]. The catalyst is O.O1CCOCC1. The product is [CH2:36]([S:22]([C:20]1[C:19]([O:26][CH3:27])=[CH:18][C:17]([CH:28]([CH3:30])[CH3:29])=[C:16]([CH:21]=1)[O:15][C:11]1[C:12]([NH2:14])=[N:13][C:8]([NH2:7])=[N:9][CH:10]=1)(=[O:24])=[O:23])[CH3:37]. The yield is 0.200. (2) The reactants are Cl[C:2]1[CH:3]=[CH:4][N:5]2[C:10]([C:11]=1[CH3:12])=[C:9]([CH:13]1[CH2:15][CH2:14]1)[CH:8]=[C:7]([C:16]([O:18][CH3:19])=[O:17])[C:6]2=[O:20].[NH2:21][C:22]1[CH:23]=[C:24](B(O)O)[CH:25]=[CH:26][CH:27]=1. No catalyst specified. The product is [NH2:21][C:22]1[CH:27]=[C:26]([C:2]2[CH:3]=[CH:4][N:5]3[C:10]([C:11]=2[CH3:12])=[C:9]([CH:13]2[CH2:15][CH2:14]2)[CH:8]=[C:7]([C:16]([O:18][CH3:19])=[O:17])[C:6]3=[O:20])[CH:25]=[CH:24][CH:23]=1. The yield is 0.390.